From a dataset of Reaction yield outcomes from USPTO patents with 853,638 reactions. Predict the reaction yield, written as a fraction of the theoretical maximum amount of product (1.0 means a 100% yield; for example, 0.34 means a 34% yield). (1) The reactants are [C:1]([C:3]1([C:11]2[CH:16]=[CH:15][C:14]([NH:17][C:18]([C:20]3[N:21](COCC[Si](C)(C)C)[CH:22]=[C:23]([C:25]#[N:26])[N:24]=3)=[O:19])=[C:13]([C:35]3[CH2:40][CH2:39][C:38]([CH3:42])([CH3:41])[CH2:37][CH:36]=3)[CH:12]=2)[CH2:8][CH2:7][S:6](=[O:10])(=[O:9])[CH2:5][CH2:4]1)#[N:2].C(O)(C(F)(F)F)=O.CCO. The catalyst is C(Cl)Cl. The product is [C:1]([C:3]1([C:11]2[CH:16]=[CH:15][C:14]([NH:17][C:18]([C:20]3[NH:21][CH:22]=[C:23]([C:25]#[N:26])[N:24]=3)=[O:19])=[C:13]([C:35]3[CH2:40][CH2:39][C:38]([CH3:42])([CH3:41])[CH2:37][CH:36]=3)[CH:12]=2)[CH2:4][CH2:5][S:6](=[O:9])(=[O:10])[CH2:7][CH2:8]1)#[N:2]. The yield is 0.330. (2) The reactants are C(NC(C)C)(C)C.[Li]CCCC.[Cl:13][C:14]1[CH:19]=[N:18][CH:17]=[C:16]([Cl:20])[N:15]=1.[C:21](=[O:23])=[O:22]. The catalyst is C1COCC1.O. The product is [Cl:13][C:14]1[C:19]([C:21]([OH:23])=[O:22])=[N:18][CH:17]=[C:16]([Cl:20])[N:15]=1. The yield is 0.406. (3) The catalyst is CC(C)([P](C(C)(C)C)([Pd][P](C(C)(C)C)(C(C)(C)C)C(C)(C)C)C(C)(C)C)C. The yield is 0.820. The product is [NH2:10][C:11]1[C:15]2=[N:16][CH:17]=[C:18]([C:1]3[CH:6]=[CH:5][CH:4]=[CH:3][CH:2]=3)[CH:19]=[C:14]2[S:13][C:12]=1[C:21]([O:23][CH3:24])=[O:22]. The reactants are [C:1]1(B(O)O)[CH:6]=[CH:5][CH:4]=[CH:3][CH:2]=1.[NH2:10][C:11]1[C:15]2=[N:16][CH:17]=[C:18](Br)[CH:19]=[C:14]2[S:13][C:12]=1[C:21]([O:23][CH3:24])=[O:22].CCN(C(C)C)C(C)C.O1CCOCC1.O. (4) The yield is 0.794. The product is [F:12][C:3]([O:4][C:5]1[CH:6]=[C:7]([Br:11])[CH:8]=[CH:9][CH:10]=1)=[C:2]([F:14])[F:15]. The reactants are Br[C:2]([F:15])([F:14])[C:3](F)([F:12])[O:4][C:5]1[CH:6]=[C:7]([Br:11])[CH:8]=[CH:9][CH:10]=1. The catalyst is [Zn].C(#N)C.